From a dataset of Forward reaction prediction with 1.9M reactions from USPTO patents (1976-2016). Predict the product of the given reaction. (1) Given the reactants [CH3:1][S:2](Cl)(=[O:4])=[O:3].[N:6]1([C:12]([O:14][C:15]([CH3:18])([CH3:17])[CH3:16])=[O:13])[CH2:11][CH2:10][NH:9][CH2:8][CH2:7]1.O, predict the reaction product. The product is: [CH3:1][S:2]([N:9]1[CH2:8][CH2:7][N:6]([C:12]([O:14][C:15]([CH3:18])([CH3:17])[CH3:16])=[O:13])[CH2:11][CH2:10]1)(=[O:4])=[O:3]. (2) Given the reactants [CH3:1][O:2][CH2:3][N:4]1[C:12]2[C:7](=[C:8]([CH3:22])[CH:9]=[CH:10][C:11]=2[NH:13][S:14]([C:17]2[S:18][CH:19]=[CH:20][CH:21]=2)(=[O:16])=[O:15])[CH:6]=[C:5]1[C:23]([O:25][CH2:26][CH3:27])=[O:24].CI.[C:30](=O)([O-])[O-].[K+].[K+], predict the reaction product. The product is: [CH3:1][O:2][CH2:3][N:4]1[C:12]2[C:7](=[C:8]([CH3:22])[CH:9]=[CH:10][C:11]=2[N:13]([CH3:30])[S:14]([C:17]2[S:18][CH:19]=[CH:20][CH:21]=2)(=[O:16])=[O:15])[CH:6]=[C:5]1[C:23]([O:25][CH2:26][CH3:27])=[O:24].